From a dataset of NCI-60 drug combinations with 297,098 pairs across 59 cell lines. Regression. Given two drug SMILES strings and cell line genomic features, predict the synergy score measuring deviation from expected non-interaction effect. (1) Drug 1: C1=NC2=C(N1)C(=S)N=CN2. Drug 2: CCC1(C2=C(COC1=O)C(=O)N3CC4=CC5=C(C=CC(=C5CN(C)C)O)N=C4C3=C2)O.Cl. Cell line: UO-31. Synergy scores: CSS=32.3, Synergy_ZIP=-6.91, Synergy_Bliss=1.38, Synergy_Loewe=-5.09, Synergy_HSA=1.51. (2) Drug 1: C1=NC2=C(N=C(N=C2N1C3C(C(C(O3)CO)O)F)Cl)N. Drug 2: CC(C)CN1C=NC2=C1C3=CC=CC=C3N=C2N. Cell line: NCIH23. Synergy scores: CSS=11.9, Synergy_ZIP=-8.07, Synergy_Bliss=-1.58, Synergy_Loewe=-14.9, Synergy_HSA=-2.98. (3) Drug 1: CC12CCC(CC1=CCC3C2CCC4(C3CC=C4C5=CN=CC=C5)C)O. Drug 2: C1=CC(=CC=C1C#N)C(C2=CC=C(C=C2)C#N)N3C=NC=N3. Cell line: HT29. Synergy scores: CSS=13.4, Synergy_ZIP=0.215, Synergy_Bliss=7.90, Synergy_Loewe=1.92, Synergy_HSA=5.36. (4) Drug 1: C1C(C(OC1N2C=NC3=C(N=C(N=C32)Cl)N)CO)O. Drug 2: COC1=NC(=NC2=C1N=CN2C3C(C(C(O3)CO)O)O)N. Cell line: SK-OV-3. Synergy scores: CSS=2.67, Synergy_ZIP=0.463, Synergy_Bliss=5.57, Synergy_Loewe=-6.69, Synergy_HSA=0.0806.